This data is from Reaction yield outcomes from USPTO patents with 853,638 reactions. The task is: Predict the reaction yield, written as a fraction of the theoretical maximum amount of product (1.0 means a 100% yield; for example, 0.34 means a 34% yield). (1) The reactants are Br[C:2]1[CH:3]=[C:4]2[C:8](=[C:9]([CH:11]([CH3:13])[CH3:12])[CH:10]=1)[NH:7][N:6]=[CH:5]2.[H-].[Na+].C([Li])(CC)C.C1CCCCC1.Cl.[C:28](=O)(O)[O-:29].[Na+]. The catalyst is CN(C)C=O.O1CCCC1. The product is [CH:11]([C:9]1[CH:10]=[C:2]([CH:28]=[O:29])[CH:3]=[C:4]2[C:8]=1[NH:7][N:6]=[CH:5]2)([CH3:13])[CH3:12]. The yield is 0.920. (2) The reactants are Cl[C:2]1[N:7]=[C:6]([C:8]2[N:12]3[CH:13]=[CH:14][CH:15]=[CH:16][C:11]3=[N:10][C:9]=2[C:17]2[CH:18]=[CH:19][C:20]([O:34][CH2:35][CH3:36])=[C:21]([CH:33]=2)[C:22]([NH:24][C:25]2[C:30]([F:31])=[CH:29][CH:28]=[CH:27][C:26]=2[F:32])=[O:23])[CH:5]=[CH:4][N:3]=1.[CH3:37][CH:38]([N:40]1[CH2:45][CH2:44][N:43]([C:46]2[CH:52]=[CH:51][C:49]([NH2:50])=[C:48]([O:53][CH3:54])[CH:47]=2)[CH2:42][CH2:41]1)[CH3:39].Cl.O1CCOCC1.C[O-].[Na+]. The catalyst is FC(F)(F)CO.CO.C(Cl)Cl.CCCCCC. The product is [F:32][C:26]1[CH:27]=[CH:28][CH:29]=[C:30]([F:31])[C:25]=1[NH:24][C:22](=[O:23])[C:21]1[CH:33]=[C:17]([C:9]2[N:10]=[C:11]3[CH:16]=[CH:15][CH:14]=[CH:13][N:12]3[C:8]=2[C:6]2[CH:5]=[CH:4][N:3]=[C:2]([NH:50][C:49]3[CH:51]=[CH:52][C:46]([N:43]4[CH2:44][CH2:45][N:40]([CH:38]([CH3:37])[CH3:39])[CH2:41][CH2:42]4)=[CH:47][C:48]=3[O:53][CH3:54])[N:7]=2)[CH:18]=[CH:19][C:20]=1[O:34][CH2:35][CH3:36]. The yield is 0.770. (3) The reactants are P.[C:2]([O:6][C:7](=[O:18])[C:8]1[CH:13]=[CH:12][C:11](Br)=[CH:10][C:9]=1[N+:15]([O-:17])=[O:16])([CH3:5])([CH3:4])[CH3:3].[CH3:19][N:20]1[CH2:24][CH2:23][CH2:22][C@H:21]1[CH2:25][OH:26]. The catalyst is C1C=CC(/C=C/C(/C=C/C2C=CC=CC=2)=O)=CC=1.C1C=CC(/C=C/C(/C=C/C2C=CC=CC=2)=O)=CC=1.[Pd].C1(C)C=CC=CC=1. The product is [CH3:19][N:20]1[CH2:24][CH2:23][CH2:22][C@H:21]1[CH2:25][O:26][C:11]1[CH:12]=[CH:13][C:8]([C:7]([O:6][C:2]([CH3:5])([CH3:4])[CH3:3])=[O:18])=[C:9]([N+:15]([O-:17])=[O:16])[CH:10]=1. The yield is 0.410. (4) The product is [C:1]([NH:4][C:5]1[S:20][C:8]2[CH2:9][N:10]([C:13]([O:15][C:16]([CH3:19])([CH3:18])[CH3:17])=[O:14])[CH2:11][CH2:12][C:7]=2[C:6]=1[C:28]1[CH:33]=[CH:32][CH:31]=[CH:30][CH:29]=1)(=[O:3])[CH3:2]. The catalyst is O1CCOCC1.O.C1C=CC([P]([Pd]([P](C2C=CC=CC=2)(C2C=CC=CC=2)C2C=CC=CC=2)([P](C2C=CC=CC=2)(C2C=CC=CC=2)C2C=CC=CC=2)[P](C2C=CC=CC=2)(C2C=CC=CC=2)C2C=CC=CC=2)(C2C=CC=CC=2)C2C=CC=CC=2)=CC=1. The yield is 0.220. The reactants are [C:1]([NH:4][C:5]1[S:20][C:8]2[CH2:9][N:10]([C:13]([O:15][C:16]([CH3:19])([CH3:18])[CH3:17])=[O:14])[CH2:11][CH2:12][C:7]=2[C:6]=1I)(=[O:3])[CH3:2].C(=O)([O-])[O-].[Na+].[Na+].[C:28]1(B(O)O)[CH:33]=[CH:32][CH:31]=[CH:30][CH:29]=1.